Dataset: NCI-60 drug combinations with 297,098 pairs across 59 cell lines. Task: Regression. Given two drug SMILES strings and cell line genomic features, predict the synergy score measuring deviation from expected non-interaction effect. (1) Drug 1: COC1=NC(=NC2=C1N=CN2C3C(C(C(O3)CO)O)O)N. Drug 2: C1=NNC2=C1C(=O)NC=N2. Cell line: NCI/ADR-RES. Synergy scores: CSS=-0.538, Synergy_ZIP=-0.336, Synergy_Bliss=-4.61, Synergy_Loewe=-3.16, Synergy_HSA=-5.14. (2) Drug 1: C1=CC(=CC=C1CCC2=CNC3=C2C(=O)NC(=N3)N)C(=O)NC(CCC(=O)O)C(=O)O. Drug 2: C1=CC(=C2C(=C1NCCNCCO)C(=O)C3=C(C=CC(=C3C2=O)O)O)NCCNCCO. Cell line: T-47D. Synergy scores: CSS=37.1, Synergy_ZIP=-8.11, Synergy_Bliss=-0.664, Synergy_Loewe=-6.45, Synergy_HSA=1.72.